Dataset: Reaction yield outcomes from USPTO patents with 853,638 reactions. Task: Predict the reaction yield, written as a fraction of the theoretical maximum amount of product (1.0 means a 100% yield; for example, 0.34 means a 34% yield). (1) The reactants are [CH:1]([NH:4][CH:5](C)C)(C)C.[Li][CH2:9][CH2:10][CH2:11][CH3:12].[Li+].[CH3:14][CH:15]([N-:17]C(C)C)C.[N:21]1[C:30]2[C:25](=[CH:26][CH:27]=[CH:28][CH:29]=2)[CH:24]=[CH:23][C:22]=1[CH2:31][CH2:32][NH2:33].[CH2:34]1[CH2:38][O:37][CH2:36][CH2:35]1. The catalyst is CCCC[N+](CCCC)(CCCC)CCCC.[I-]. The product is [N:17]1[CH:15]=[CH:14][C:11]([C:12]2[C:35]3[C:36](=[O:37])[N:33]([CH2:32][CH2:31][C:22]4[CH:23]=[CH:24][C:25]5[C:30](=[CH:29][CH:28]=[CH:27][CH:26]=5)[N:21]=4)[CH2:38][C:34]=3[CH:5]=[N:4][CH:1]=2)=[CH:10][CH:9]=1. The yield is 0.125. (2) The reactants are C1(C)C=CC(S(CC[O:12][C:13](=[O:49])[C:14]2[CH:19]=[CH:18][C:17]([CH3:20])=[C:16]([S:21]([N:24]3[C:28]4[CH:29]=[CH:30][CH:31]=[CH:32][C:27]=4[N:26]=[C:25]3[S:33]([CH2:35][C:36]3[C:41]([CH3:42])=[C:40]([O:43][CH2:44][CH2:45][CH2:46][O:47][CH3:48])[CH:39]=[CH:38][N:37]=3)=[O:34])(=[O:23])=[O:22])[CH:15]=2)(=O)=O)=CC=1.C([O-])(O)=O.[Na+:55]. The catalyst is CC#N.O. The product is [Na+:55].[CH3:48][O:47][CH2:46][CH2:45][CH2:44][O:43][C:40]1[CH:39]=[CH:38][N:37]=[C:36]([CH2:35][S:33]([C:25]2[N:24]([S:21]([C:16]3[CH:15]=[C:14]([CH:19]=[CH:18][C:17]=3[CH3:20])[C:13]([O-:49])=[O:12])(=[O:23])=[O:22])[C:28]3[CH:29]=[CH:30][CH:31]=[CH:32][C:27]=3[N:26]=2)=[O:34])[C:41]=1[CH3:42]. The yield is 0.800. (3) The reactants are [Br:1][C:2]1[C:3](Cl)=[N:4][CH:5]=[CH:6][CH:7]=1.O.[NH2:10][NH2:11]. The catalyst is C1COCC1. The product is [Br:1][C:2]1[C:3]([NH:10][NH2:11])=[N:4][CH:5]=[CH:6][CH:7]=1. The yield is 0.360. (4) The reactants are [OH:1][CH2:2][CH2:3][C:4]1[CH:9]=[CH:8][C:7]([NH:10][C:11]2[CH:16]=[C:15]([N:17]3[CH2:22][CH2:21][N:20](C(OC(C)(C)C)=O)[CH2:19][CH2:18]3)[N:14]=[C:13]3[CH2:30][CH2:31][CH2:32][C:12]=23)=[CH:6][CH:5]=1.C(O)(C(F)(F)F)=O.C(Cl)[Cl:41]. No catalyst specified. The product is [ClH:41].[N:17]1([C:15]2[N:14]=[C:13]3[CH2:30][CH2:31][CH2:32][C:12]3=[C:11]([NH:10][C:7]3[CH:6]=[CH:5][C:4]([CH2:3][CH2:2][OH:1])=[CH:9][CH:8]=3)[CH:16]=2)[CH2:22][CH2:21][NH:20][CH2:19][CH2:18]1. The yield is 0.410.